Dataset: Forward reaction prediction with 1.9M reactions from USPTO patents (1976-2016). Task: Predict the product of the given reaction. (1) Given the reactants [O:1]1[C:6]2[CH:7]=[CH:8][C:9]([S:11]([N:14]([CH2:19][C@H:20]3[O:24]C(C)(C)[N:22]([C:27]([O:29][C@@H:30]4[C@H:37]5[C@H:33]([O:34][CH2:35][CH2:36]5)[O:32][CH2:31]4)=[O:28])[C@H:21]3[CH2:38][C:39]3[CH:44]=[CH:43][C:42]([O:45][CH2:46][C:47]4[CH:52]=[CH:51][CH:50]=[CH:49][N:48]=4)=[CH:41][CH:40]=3)[CH2:15][CH:16]([CH3:18])[CH3:17])(=[O:13])=[O:12])=[CH:10][C:5]=2[O:4][CH2:3][CH2:2]1.[OH-].[Na+], predict the reaction product. The product is: [O:1]1[C:6]2[CH:7]=[CH:8][C:9]([S:11]([N:14]([CH2:15][CH:16]([CH3:18])[CH3:17])[CH2:19][C@H:20]([OH:24])[C@@H:21]([NH:22][C:27](=[O:28])[O:29][C@@H:30]3[C@H:37]4[C@H:33]([O:34][CH2:35][CH2:36]4)[O:32][CH2:31]3)[CH2:38][C:39]3[CH:40]=[CH:41][C:42]([O:45][CH2:46][C:47]4[CH:52]=[CH:51][CH:50]=[CH:49][N:48]=4)=[CH:43][CH:44]=3)(=[O:13])=[O:12])=[CH:10][C:5]=2[O:4][CH2:3][CH2:2]1. (2) Given the reactants S(Cl)([Cl:4])(=O)=O.[Cl:6][S:7]([C:10]1[CH:18]=[CH:17][C:13]([C:14](O)=[O:15])=[CH:12][CH:11]=1)(=[O:9])=[O:8], predict the reaction product. The product is: [Cl:6][S:7]([C:10]1[CH:18]=[CH:17][C:13]([C:14]([Cl:4])=[O:15])=[CH:12][CH:11]=1)(=[O:9])=[O:8].